Dataset: Catalyst prediction with 721,799 reactions and 888 catalyst types from USPTO. Task: Predict which catalyst facilitates the given reaction. (1) Reactant: [CH3:1]N(C=O)C.[F:6][C:7]1[CH:8]=[C:9](/[CH:18]=[CH:19]/[C:20]([NH:22][CH:23]2[C:31]3[C:26](=[CH:27][CH:28]=[CH:29][CH:30]=3)[CH2:25][CH2:24]2)=[O:21])[CH:10]=[CH:11][C:12]=1[N:13]1[CH:17]=[CH:16][N:15]=[CH:14]1.[H-].[Na+].IC. The catalyst class is: 84. Product: [F:6][C:7]1[CH:8]=[C:9](/[CH:18]=[CH:19]/[C:20]([N:22]([CH:23]2[C:31]3[C:26](=[CH:27][CH:28]=[CH:29][CH:30]=3)[CH2:25][CH2:24]2)[CH3:1])=[O:21])[CH:10]=[CH:11][C:12]=1[N:13]1[CH:17]=[CH:16][N:15]=[CH:14]1. (2) Reactant: [NH2:1][C:2]1[C:3]([C:12]([NH:14][C@H:15]([C:22]([O:24][CH3:25])=[O:23])[CH2:16][O:17][CH2:18][CH2:19][O:20][CH3:21])=[O:13])=[CH:4][C:5]2[C:10]([CH:11]=1)=[CH:9][CH:8]=[CH:7][CH:6]=2.[N:26]([C:29]1[C:34]([CH3:35])=[CH:33][C:32]([CH3:36])=[CH:31][C:30]=1[CH3:37])=[C:27]=[O:28]. Product: [CH3:21][O:20][CH2:19][CH2:18][O:17][CH2:16][C@@H:15]([C:22]([O:24][CH3:25])=[O:23])[NH:14][C:12]([C:3]1[C:2]([NH:1][C:27]([NH:26][C:29]2[C:30]([CH3:37])=[CH:31][C:32]([CH3:36])=[CH:33][C:34]=2[CH3:35])=[O:28])=[CH:11][C:10]2[C:5](=[CH:6][CH:7]=[CH:8][CH:9]=2)[CH:4]=1)=[O:13]. The catalyst class is: 17. (3) Reactant: Cl[CH2:2][C:3]1[N:4]=[C:5]([C:18]2[CH:23]=[CH:22][C:21]([Cl:24])=[CH:20][CH:19]=2)[N:6]([C:8]2[CH:13]=[CH:12][C:11]([S:14]([CH3:17])(=[O:16])=[O:15])=[CH:10][CH:9]=2)[CH:7]=1.[CH:25]1[C:30]([OH:31])=[CH:29][CH:28]=[C:27]([CH3:32])[CH:26]=1.C(=O)([O-])[O-].[K+].[K+]. Product: [Cl:24][C:21]1[CH:20]=[CH:19][C:18]([C:5]2[N:6]([C:8]3[CH:13]=[CH:12][C:11]([S:14]([CH3:17])(=[O:16])=[O:15])=[CH:10][CH:9]=3)[CH:7]=[C:3]([CH2:2][O:31][C:30]3[CH:25]=[CH:26][C:27]([CH3:32])=[CH:28][CH:29]=3)[N:4]=2)=[CH:23][CH:22]=1. The catalyst class is: 9.